From a dataset of Catalyst prediction with 721,799 reactions and 888 catalyst types from USPTO. Predict which catalyst facilitates the given reaction. (1) Reactant: [NH2:1][C:2]1[CH:3]=[CH:4][C:5]([N:8]([CH2:16][CH2:17][N:18]2[CH:22]=[CH:21][CH:20]=[N:19]2)[C:9](=[O:15])[O:10][C:11]([CH3:14])([CH3:13])[CH3:12])=[N:6][CH:7]=1.[CH3:23][C:24]1[CH:32]=[CH:31][C:27]([C:28](O)=[O:29])=[C:26]([N:33]2[CH2:38][CH2:37][CH:36]([CH3:39])[CH2:35][CH2:34]2)[CH:25]=1.ON1C2C=CC=CC=2N=N1.Cl.CN(C)CCCN=C=NCC. Product: [CH3:23][C:24]1[CH:32]=[CH:31][C:27]([C:28]([NH:1][C:2]2[CH:3]=[CH:4][C:5]([N:8]([CH2:16][CH2:17][N:18]3[CH:22]=[CH:21][CH:20]=[N:19]3)[C:9](=[O:15])[O:10][C:11]([CH3:13])([CH3:14])[CH3:12])=[N:6][CH:7]=2)=[O:29])=[C:26]([N:33]2[CH2:38][CH2:37][CH:36]([CH3:39])[CH2:35][CH2:34]2)[CH:25]=1. The catalyst class is: 289. (2) Product: [O:1]1[C@H:7]([CH:8]2[CH2:9][CH2:10][CH2:11][CH2:12][CH2:13]2)[C@H:2]1[C:3]([OH:5])=[O:4]. The catalyst class is: 11. Reactant: [O:1]1[CH:7]([CH:8]2[CH2:13][CH2:12][CH2:11][CH2:10][CH2:9]2)[CH:2]1[C:3]([O:5]C)=[O:4].[OH-].[Na+]. (3) Reactant: Br[C:2]1[C:7]([O:8][CH2:9][C:10]([O:12]CC)=[O:11])=[CH:6][CH:5]=[CH:4][N:3]=1.[C:15]([C:17]1[CH:18]=[C:19](B(O)O)[CH:20]=[CH:21][CH:22]=1)#[N:16].C(=O)([O-])[O-].[Na+].[Na+]. Product: [C:15]([C:17]1[CH:22]=[C:21]([C:2]2[C:7]([O:8][CH2:9][C:10]([OH:12])=[O:11])=[CH:6][CH:5]=[CH:4][N:3]=2)[CH:20]=[CH:19][CH:18]=1)#[N:16]. The catalyst class is: 548. (4) Reactant: Cl[C:2]1[N:7]=[C:6]([NH:8][CH3:9])[N:5]=[C:4]([NH:10][CH2:11][C:12]#[CH:13])[N:3]=1.[CH2:14]([NH2:16])[CH3:15].C([O-])(O)=O.[Na+]. Product: [CH2:14]([NH:16][C:2]1[N:7]=[C:6]([NH:8][CH3:9])[N:5]=[C:4]([NH:10][CH2:11][C:12]#[CH:13])[N:3]=1)[CH3:15]. The catalyst class is: 12. (5) Reactant: [Br:1][C:2]1[CH:3]=[N:4][CH:5]=[C:6]([CH:17]=1)[C:7]([NH:9][C:10]1[CH:15]=[CH:14][CH:13]=[CH:12][C:11]=1Br)=[O:8].C([O-])([O-])=O.[Cs+].[Cs+].N1C2C(=CC=C3C=2N=CC=C3)C=CC=1.C(OCC)(=O)C. Product: [Br:1][C:2]1[CH:17]=[C:6]([C:7]2[O:8][C:11]3[CH:12]=[CH:13][CH:14]=[CH:15][C:10]=3[N:9]=2)[CH:5]=[N:4][CH:3]=1. The catalyst class is: 185.